This data is from Forward reaction prediction with 1.9M reactions from USPTO patents (1976-2016). The task is: Predict the product of the given reaction. (1) The product is: [F:28][C:2]([F:1])([F:27])[C:3]1[CH:4]=[CH:5][C:6]2[N:10]=[C:9]([C:11]3[CH:15]=[C:14]([C@H:16]([NH2:18])[CH3:17])[O:13][N:12]=3)[NH:8][C:7]=2[CH:26]=1. Given the reactants [F:1][C:2]([F:28])([F:27])[C:3]1[CH:4]=[CH:5][C:6]2[N:10]=[C:9]([C:11]3[CH:15]=[C:14]([C@H:16]([NH:18]C(=O)OC(C)(C)C)[CH3:17])[O:13][N:12]=3)[NH:8][C:7]=2[CH:26]=1, predict the reaction product. (2) Given the reactants [CH3:1][O:2][N:3]=[C:4]([CH3:15])[CH2:5][C:6]1[C:11]([Cl:12])=[CH:10][C:9]([Cl:13])=[CH:8][C:7]=1[Cl:14].C([BH3-])#N.[Na+], predict the reaction product. The product is: [CH3:1][O:2][NH:3][CH:4]([CH3:15])[CH2:5][C:6]1[C:7]([Cl:14])=[CH:8][C:9]([Cl:13])=[CH:10][C:11]=1[Cl:12]. (3) Given the reactants [C:1]([O:5][C:6]([N:8]1[C:13]2[CH:14]=[C:15]([Cl:21])[C:16]([N:18]([CH3:20])[CH3:19])=[CH:17][C:12]=2[O:11][CH:10]([C:22](O)=[O:23])[CH2:9]1)=[O:7])([CH3:4])([CH3:3])[CH3:2].[NH2:25][CH2:26][C:27]1([OH:41])[CH2:32][CH2:31][N:30]([CH2:33][C:34]2[CH:39]=[CH:38][C:37]([F:40])=[CH:36][CH:35]=2)[CH2:29][CH2:28]1.CCN=C=NCCCN(C)C.C1C=CC2N(O)N=NC=2C=1.CCN(C(C)C)C(C)C, predict the reaction product. The product is: [C:1]([O:5][C:6]([N:8]1[C:13]2[CH:14]=[C:15]([Cl:21])[C:16]([N:18]([CH3:19])[CH3:20])=[CH:17][C:12]=2[O:11][CH:10]([C:22](=[O:23])[NH:25][CH2:26][C:27]2([OH:41])[CH2:28][CH2:29][N:30]([CH2:33][C:34]3[CH:39]=[CH:38][C:37]([F:40])=[CH:36][CH:35]=3)[CH2:31][CH2:32]2)[CH2:9]1)=[O:7])([CH3:4])([CH3:2])[CH3:3]. (4) Given the reactants [Cl:1][C:2]1[N:6]2[CH:7]=[C:8]([OH:15])[CH:9]=[C:10]([C:11]([F:14])([F:13])[F:12])[C:5]2=[N:4][C:3]=1[C:16]([O:18][CH3:19])=[O:17].[C:20](=O)([O-])[O-].[K+].[K+].CI, predict the reaction product. The product is: [Cl:1][C:2]1[N:6]2[CH:7]=[C:8]([O:15][CH3:20])[CH:9]=[C:10]([C:11]([F:12])([F:14])[F:13])[C:5]2=[N:4][C:3]=1[C:16]([O:18][CH3:19])=[O:17]. (5) Given the reactants [CH3:1][CH:2]([CH2:4][CH2:5][CH2:6][C@H:7]([C@@H:9]1[C@:27]2([CH3:28])[C@H:12]([C@H:13]3[C@H:24]([CH2:25][CH2:26]2)[C@:22]2([CH3:23])[C:16]([CH2:17][C@H:18]([CH2:20][CH2:21]2)[OH:19])=[CH:15][CH2:14]3)[CH2:11][CH2:10]1)[CH3:8])[CH3:3].[NH2:29][C@H:30]([C:36]([OH:38])=[O:37])[CH2:31][CH2:32][CH2:33][CH2:34][NH2:35].[CH3:39][P:40]([NH2:43])(=[O:42])[O-:41].[N:44]1([C:49](N)=[NH:50])C=CC=N1.Cl.C(N(C(C)C)CC)(C)C, predict the reaction product. The product is: [CH3:3][CH:2]([CH2:4][CH2:5][CH2:6][C@H:7]([C@@H:9]1[C@:27]2([CH3:28])[C@H:12]([C@H:13]3[C@H:24]([CH2:25][CH2:26]2)[C@:22]2([CH3:23])[C:16]([CH2:17][C@H:18]([CH2:20][CH2:21]2)[OH:19])=[CH:15][CH2:14]3)[CH2:11][CH2:10]1)[CH3:8])[CH3:1].[NH2:29][C@H:30]([C:36]([OH:38])=[O:37])[CH2:31][CH2:32][CH2:33][CH2:34][NH:35][C:49]([NH2:50])=[NH:44].[CH3:39][P:40]([NH2:43])(=[O:41])[O-:42]. (6) Given the reactants [OH:1][N:2]1[C:7]([CH3:9])([CH3:8])[CH2:6][CH:5]([OH:10])[CH2:4][C:3]1([CH3:12])[CH3:11].[C:13]([OH:25])(=[O:24])[CH2:14][C:15]([CH2:20][C:21]([OH:23])=[O:22])([C:17]([OH:19])=[O:18])[OH:16], predict the reaction product. The product is: [C:13]([O-:25])(=[O:24])[CH2:14][C:15]([CH2:20][C:21]([O-:23])=[O:22])([C:17]([OH:19])=[O:18])[OH:16].[OH:1][NH+:2]1[C:7]([CH3:8])([CH3:9])[CH2:6][CH:5]([OH:10])[CH2:4][C:3]1([CH3:12])[CH3:11].[OH:1][NH+:2]1[C:7]([CH3:8])([CH3:9])[CH2:6][CH:5]([OH:10])[CH2:4][C:3]1([CH3:12])[CH3:11].